From a dataset of Catalyst prediction with 721,799 reactions and 888 catalyst types from USPTO. Predict which catalyst facilitates the given reaction. (1) Reactant: [C:1]([N:8]1[CH:12]=[CH:11]N=C1)([N:3]1[CH:7]=[CH:6]N=[CH:4]1)=[O:2].[Cl:13][C:14]1[CH:21]=[CH:20]C(CN)=[C:16]([S:22]([CH3:25])(=[O:24])=[O:23])[CH:15]=1.C(N(C(C)C)CC)(C)C.Cl.[Cl:36][C:37]1[CH:38]=[C:39]([CH:47]=[CH:48][C:49]=1[Cl:50])[O:40][CH:41]1[CH2:46]CNCC1. Product: [Cl:13][C:14]1[CH:21]=[CH:20][C:11]([CH2:12][NH:8][C:1]([N:3]2[CH2:4][CH2:46][CH:41]([O:40][C:39]3[CH:47]=[CH:48][C:49]([Cl:50])=[C:37]([Cl:36])[CH:38]=3)[CH2:6][CH2:7]2)=[O:2])=[C:16]([S:22]([CH3:25])(=[O:24])=[O:23])[CH:15]=1. The catalyst class is: 98. (2) Reactant: Br[CH2:2][C:3]([C:5]1[CH:10]=[CH:9][CH:8]=[CH:7][CH:6]=1)=[O:4].[C:11]([O:19][CH2:20][CH3:21])(=[O:18])[CH2:12][C:13]([O:15][CH2:16][CH3:17])=[O:14].O.NN.[C:25]1([C:31]2[CH2:32][CH:33]([C:38]([O:40][CH2:41][CH3:42])=[O:39])[C:34](=[O:37])[NH:35][N:36]=2)[CH:30]=[CH:29][CH:28]=[CH:27][CH:26]=1.BrBr. Product: [CH2:20]([O:19][C:11]([CH:12]([CH2:2][C:3]([C:5]1[CH:10]=[CH:9][CH:8]=[CH:7][CH:6]=1)=[O:4])[C:13]([O:15][CH2:16][CH3:17])=[O:14])=[O:18])[CH3:21].[C:25]1([C:31]2[CH:32]=[C:33]([C:38]([O:40][CH2:41][CH3:42])=[O:39])[C:34](=[O:37])[NH:35][N:36]=2)[CH:30]=[CH:29][CH:28]=[CH:27][CH:26]=1. The catalyst class is: 15. (3) Reactant: [Cl:1][C:2]1[N:7]=[N:6][C:5]([NH2:8])=[CH:4][CH:3]=1.Br[CH:10]1[CH2:14][CH2:13][CH2:12][C:11]1=O. Product: [Cl:1][C:2]1[CH:3]=[CH:4][C:5]2[N:6]([N:7]=1)[C:11]1[CH2:12][CH2:13][CH2:14][C:10]=1[N:8]=2. The catalyst class is: 57. (4) Reactant: [F:1][C:2]1[CH:7]=[CH:6][C:5](/[CH:8]=[C:9]2/[C:10](=[O:16])[N:11]=[C:12](SC)[S:13]/2)=[C:4]([OH:17])[CH:3]=1.N1CC[NH:21][C:20](=[O:24])[CH2:19]1.[CH2:25]([N:27](CC)CC)[CH3:26]. Product: [F:1][C:2]1[CH:7]=[CH:6][C:5](/[CH:8]=[C:9]2/[C:10](=[O:16])[N:11]=[C:12]([N:27]3[CH2:25][CH2:26][CH2:19][C:20](=[O:24])[NH:21]3)[S:13]/2)=[C:4]([OH:17])[CH:3]=1. The catalyst class is: 8. (5) Reactant: C([NH:5][C:6]([NH:8][C:9]1([CH2:38][CH2:39][CH:40]([CH3:42])[CH3:41])[C:18]2[C:13](=[CH:14][CH:15]=[CH:16][CH:17]=2)[C:12]([OH:19])=[C:11]([C:20]2[NH:25][C:24]3[CH:26]=[CH:27][C:28]([NH:30][S:31]([CH3:34])(=[O:33])=[O:32])=[CH:29][C:23]=3[S:22](=[O:36])(=[O:35])[N:21]=2)[C:10]1=[O:37])=[O:7])(C)(C)C.FC(F)(F)C(O)=O. Product: [NH2:5][C:6]([NH:8][C:9]1([CH2:38][CH2:39][CH:40]([CH3:42])[CH3:41])[C:18]2[C:13](=[CH:14][CH:15]=[CH:16][CH:17]=2)[C:12]([OH:19])=[C:11]([C:20]2[NH:25][C:24]3[CH:26]=[CH:27][C:28]([NH:30][S:31]([CH3:34])(=[O:32])=[O:33])=[CH:29][C:23]=3[S:22](=[O:36])(=[O:35])[N:21]=2)[C:10]1=[O:37])=[O:7]. The catalyst class is: 4. (6) Reactant: [C:1]([O:5][C:6]([N:8]([CH3:24])[C@H:9]([C:21](O)=[O:22])[C:10]([CH3:20])([CH3:19])[C:11]1[CH:16]=[CH:15][CH:14]=[CH:13][C:12]=1[O:17][CH3:18])=[O:7])([CH3:4])([CH3:3])[CH3:2].F[P-](F)(F)(F)(F)F.N1(O[P+](N2CCCC2)(N2CCCC2)N2CCCC2)C2C=CC=CC=2N=N1.C(N(C(C)C)CC)(C)C.Cl.[CH3:68]/[C:69](=[CH:75]\[C@@H:76]([N:80]([CH3:89])[C:81](=[O:88])[C@H:82]([C:84]([CH3:87])([CH3:86])[CH3:85])[NH2:83])[CH:77]([CH3:79])[CH3:78])/[C:70]([O:72][CH2:73][CH3:74])=[O:71]. Product: [C:1]([O:5][C:6]([N:8]([CH3:24])[C@H:9]([C:21]([NH:83][C@H:82]([C:81]([N:80]([C@@H:76]([CH:77]([CH3:78])[CH3:79])/[CH:75]=[C:69](\[CH3:68])/[C:70]([O:72][CH2:73][CH3:74])=[O:71])[CH3:89])=[O:88])[C:84]([CH3:86])([CH3:87])[CH3:85])=[O:22])[C:10]([CH3:20])([CH3:19])[C:11]1[CH:16]=[CH:15][CH:14]=[CH:13][C:12]=1[O:17][CH3:18])=[O:7])([CH3:4])([CH3:2])[CH3:3]. The catalyst class is: 4. (7) Reactant: [OH:1][CH2:2][CH2:3][C:4]1[CH:12]=[CH:11][CH:10]=[C:9]2[C:5]=1[CH2:6][C:7](=[O:13])[NH:8]2.[OH:14][CH2:15][CH2:16][CH2:17][C:18]1[C:19]2[CH2:29][CH2:28][CH2:27][CH2:26][CH2:25][C:20]=2[NH:21][C:22]=1[CH:23]=O.N1CCCCC1. Product: [OH:1][CH2:2][CH2:3][C:4]1[CH:12]=[CH:11][CH:10]=[C:9]2[C:5]=1/[C:6](=[CH:23]/[C:22]1[NH:21][C:20]3[CH2:25][CH2:26][CH2:27][CH2:28][CH2:29][C:19]=3[C:18]=1[CH2:17][CH2:16][CH2:15][OH:14])/[C:7](=[O:13])[NH:8]2. The catalyst class is: 8. (8) Reactant: [OH:1][CH2:2][C@@H:3]1[C@:12]2([CH3:13])[C@H:7]([C:8]([CH3:15])([CH3:14])[CH2:9][CH2:10][CH2:11]2)[CH2:6][CH2:5][C@@:4]1([CH3:17])[OH:16].CC1C=NC2C(C=1C)=CC=C1C=2N=CC(C)=C1C.C1(C)C=CC=CC=1.I[C:44]1[CH:49]=[C:48]([CH3:50])[CH:47]=[C:46]([O:51][CH3:52])[CH:45]=1. Product: [CH3:52][O:51][C:46]1[CH:45]=[C:44]([CH:49]=[C:48]([CH3:50])[CH:47]=1)[O:1][CH2:2][C@@H:3]1[C@:12]2([CH3:13])[C@H:7]([C:8]([CH3:15])([CH3:14])[CH2:9][CH2:10][CH2:11]2)[CH2:6][CH2:5][C@@:4]1([CH3:17])[OH:16]. The catalyst class is: 270. (9) Reactant: OC(C(F)(F)F)=O.[NH2:8][C:9]1[N:10]([CH3:31])[C:11](=[O:30])[C:12]2([N:29]=1)[C:21]1[C:16](=[CH:17][CH:18]=[C:19](Br)[CH:20]=1)[S:15][CH:14]([C:23]1[CH:28]=[CH:27][CH:26]=[CH:25][CH:24]=1)[CH2:13]2.[C:32]([C:34]1[CH:35]=[C:36](B(O)O)[CH:37]=[CH:38][CH:39]=1)#[N:33].C([O-])([O-])=O.[Cs+].[Cs+]. Product: [NH2:8][C:9]1[N:10]([CH3:31])[C:11](=[O:30])[C:12]2([N:29]=1)[C:21]1[C:16](=[CH:17][CH:18]=[C:19]([C:38]3[CH:39]=[C:34]([CH:35]=[CH:36][CH:37]=3)[C:32]#[N:33])[CH:20]=1)[S:15][CH:14]([C:23]1[CH:28]=[CH:27][CH:26]=[CH:25][CH:24]=1)[CH2:13]2. The catalyst class is: 551.